Dataset: Forward reaction prediction with 1.9M reactions from USPTO patents (1976-2016). Task: Predict the product of the given reaction. (1) Given the reactants Cl.C(OC([N:9]1[CH2:13][CH2:12][CH:11]([O:14][C:15]2[CH:20]=[CH:19][C:18]([F:21])=[CH:17][CH:16]=2)[CH2:10]1)=O)(C)(C)C, predict the reaction product. The product is: [F:21][C:18]1[CH:19]=[CH:20][C:15]([O:14][CH:11]2[CH2:12][CH2:13][NH:9][CH2:10]2)=[CH:16][CH:17]=1. (2) Given the reactants C[O:2][C:3](=[O:36])[CH2:4][O:5][C:6]1[CH:11]=[CH:10][C:9]([C:12]2[CH:17]=[CH:16][C:15]([CH2:18][NH:19][C:20]([C:22]3[C:26]4[CH:27]=[CH:28][CH:29]=[CH:30][C:25]=4[O:24][C:23]=3[CH2:31][CH2:32][CH2:33][CH3:34])=[O:21])=[CH:14][CH:13]=2)=[CH:8][C:7]=1[Br:35].O.[OH-].[Na+].Cl, predict the reaction product. The product is: [Br:35][C:7]1[CH:8]=[C:9]([C:12]2[CH:13]=[CH:14][C:15]([CH2:18][NH:19][C:20]([C:22]3[C:26]4[CH:27]=[CH:28][CH:29]=[CH:30][C:25]=4[O:24][C:23]=3[CH2:31][CH2:32][CH2:33][CH3:34])=[O:21])=[CH:16][CH:17]=2)[CH:10]=[CH:11][C:6]=1[O:5][CH2:4][C:3]([OH:36])=[O:2]. (3) Given the reactants [NH2:1][C:2](=[N:15][OH:16])[C:3]1[CH:12]=[CH:11][C:6](C(OC)=O)=[CH:5][C:4]=1OC.[CH3:17][O:18][CH2:19][CH2:20][N:21]([CH2:23]C1C=C(C=CC=1)C#N)[CH3:22], predict the reaction product. The product is: [OH:16][NH:15][C:2](=[NH:1])[C:3]1[CH:4]=[CH:5][CH:6]=[C:11]([CH2:22][N:21]([CH2:20][CH2:19][O:18][CH3:17])[CH3:23])[CH:12]=1. (4) Given the reactants C(Cl)(=O)C(Cl)=O.CS(C)=O.[C:11]([O:15][C:16]([N:18]1[CH2:21][CH:20]([CH2:22][OH:23])[CH2:19]1)=[O:17])([CH3:14])([CH3:13])[CH3:12].C(N(CC)CC)C.Cl, predict the reaction product. The product is: [C:11]([O:15][C:16]([N:18]1[CH2:21][CH:20]([CH:22]=[O:23])[CH2:19]1)=[O:17])([CH3:14])([CH3:13])[CH3:12]. (5) Given the reactants [Si]([O:8][C:9]1[CH:10]=[C:11]2[C:16](=[CH:17][CH:18]=1)[N:15]=[C:14]([CH2:19][N:20]1[CH2:25][CH2:24][CH:23]([C:26]([O:28][CH2:29][CH3:30])=[O:27])[CH2:22][CH2:21]1)[CH:13]=[CH:12]2)(C(C)(C)C)(C)C.Cl.C([O-])(O)=O.[Na+], predict the reaction product. The product is: [OH:8][C:9]1[CH:10]=[C:11]2[C:16](=[CH:17][CH:18]=1)[N:15]=[C:14]([CH2:19][N:20]1[CH2:25][CH2:24][CH:23]([C:26]([O:28][CH2:29][CH3:30])=[O:27])[CH2:22][CH2:21]1)[CH:13]=[CH:12]2. (6) The product is: [F:29][CH:2]([F:1])[O:3][C:4]1[CH:9]=[CH:8][C:7]([C:10]2[O:11][CH:12]=[C:13]([CH2:15][NH:16][C:17](=[O:27])[C:18]3[CH:23]=[CH:22][CH:21]=[CH:20][C:19]=3[O:24][CH2:25][CH3:26])[N:14]=2)=[CH:6][C:5]=1[O:28][CH:31]([CH3:33])[CH3:32]. Given the reactants [F:1][CH:2]([F:29])[O:3][C:4]1[CH:9]=[CH:8][C:7]([C:10]2[O:11][CH:12]=[C:13]([CH2:15][NH:16][C:17](=[O:27])[C:18]3[CH:23]=[CH:22][CH:21]=[CH:20][C:19]=3[O:24][CH2:25][CH3:26])[N:14]=2)=[CH:6][C:5]=1[OH:28].Br[CH:31]([CH3:33])[CH3:32], predict the reaction product. (7) Given the reactants [CH2:1]([NH:3][C:4]([NH:6][N:7]([CH2:9][C:10]([OH:12])=O)[CH3:8])=[O:5])[CH3:2].[NH2:13][C@H:14]([C:27]([N:29]([CH2:39][C:40]1[C:41]2[CH:48]=[CH:47][CH:46]=[CH:45][C:42]=2[S:43][CH:44]=1)[C@@H:30]([CH3:38])[CH:31]([O:35][CH2:36][CH3:37])[O:32][CH2:33][CH3:34])=[O:28])[CH2:15][CH2:16][CH2:17][CH2:18][NH:19][C:20](=[O:26])[O:21][C:22]([CH3:25])([CH3:24])[CH3:23], predict the reaction product. The product is: [S:43]1[CH:44]=[C:40]([CH2:39][N:29]([C@@H:30]([CH3:38])[CH:31]([O:32][CH2:33][CH3:34])[O:35][CH2:36][CH3:37])[C:27](=[O:28])[C@@H:14]([NH:13][C:10](=[O:12])[CH2:9][N:7]([CH3:8])[NH:6][C:4](=[O:5])[NH:3][CH2:1][CH3:2])[CH2:15][CH2:16][CH2:17][CH2:18][NH:19][C:20](=[O:26])[O:21][C:22]([CH3:24])([CH3:23])[CH3:25])[C:41]2[CH:48]=[CH:47][CH:46]=[CH:45][C:42]1=2. (8) The product is: [CH2:78]([C:64]1[N:63]([C@@H:59]2[C:6]3[C:1](=[CH:2][C:3]([C:45]4[CH:46]=[CH:47][CH:48]=[CH:49][C:44]=4[C:43]4[N:39]([C:20]([C:27]5[CH:28]=[CH:29][CH:30]=[CH:31][CH:32]=5)([C:33]5[CH:34]=[CH:35][CH:36]=[CH:37][CH:38]=5)[C:21]5[CH:26]=[CH:25][CH:24]=[CH:23][CH:22]=5)[N:40]=[N:41][N:42]=4)=[CH:4][CH:5]=3)[CH2:57][CH2:58]2)[C:67]2=[N:68][C:69]([CH2:73][O:74][CH:75]([CH3:76])[CH3:77])=[CH:70][C:71]([CH3:72])=[C:66]2[N:65]=1)[CH3:79]. Given the reactants [CH:1]1[CH:6]=[CH:5][C:4](P([C:1]2[CH:6]=[CH:5][CH:4]=[CH:3][CH:2]=2)[C:1]2[CH:6]=[CH:5][CH:4]=[CH:3][CH:2]=2)=[CH:3][CH:2]=1.[C:20]([N:39]1[C:43]([C:44]2[CH:49]=[CH:48][CH:47]=[CH:46][C:45]=2B(O)O)=[N:42][N:41]=[N:40]1)([C:33]1[CH:38]=[CH:37][CH:36]=[CH:35][CH:34]=1)([C:27]1[CH:32]=[CH:31][CH:30]=[CH:29][CH:28]=1)[C:21]1[CH:26]=[CH:25][CH:24]=[CH:23][CH:22]=1.BrC1C=C2C(=CC=1)[C@@H:59]([N:63]1[C:67]3=[N:68][C:69]([CH2:73][O:74][CH:75]([CH3:77])[CH3:76])=[CH:70][C:71]([CH3:72])=[C:66]3[N:65]=[C:64]1[CH2:78][CH3:79])[CH2:58][CH2:57]2.C([O-])([O-])=O.[K+].[K+], predict the reaction product. (9) Given the reactants C(OC(=O)[NH:7][CH:8]([C:10]1[N:14]([C:15]2[CH:20]=[C:19]([F:21])[CH:18]=[C:17]([F:22])[CH:16]=2)[C:13]2[CH:23]=[C:24]([F:28])[CH:25]=[C:26]([F:27])[C:12]=2[N:11]=1)[CH3:9])(C)(C)C.C(=O)(O)[O-].[Na+], predict the reaction product. The product is: [F:21][C:19]1[CH:20]=[C:15]([N:14]2[C:13]3[CH:23]=[C:24]([F:28])[CH:25]=[C:26]([F:27])[C:12]=3[N:11]=[C:10]2[CH:8]([NH2:7])[CH3:9])[CH:16]=[C:17]([F:22])[CH:18]=1. (10) Given the reactants [CH:1]([C:3]1[CH:4]=[C:5]2[C:10](=[CH:11][CH:12]=1)[N:9]=[CH:8][C:7]([C:13]#[N:14])=[C:6]2[O:15][CH2:16][CH2:17][O:18][CH2:19][CH2:20][O:21][CH3:22])=O.COC1C=CC(/C=[C:38]2/[C:39]([NH:41][C:42]([S:44]/2)=[NH:43])=[O:40])=CC=1OC1CCCC1.C([O-])(=O)C.[Na+].O, predict the reaction product. The product is: [NH2:43][C:42]1[S:44]/[C:38](=[CH:1]\[C:3]2[CH:4]=[C:5]3[C:10](=[CH:11][CH:12]=2)[N:9]=[CH:8][C:7]([C:13]#[N:14])=[C:6]3[O:15][CH2:16][CH2:17][O:18][CH2:19][CH2:20][O:21][CH3:22])/[C:39](=[O:40])[N:41]=1.